The task is: Predict the product of the given reaction.. This data is from Forward reaction prediction with 1.9M reactions from USPTO patents (1976-2016). Given the reactants [F:1][C:2]1[CH:13]=[CH:12][C:5]([C:6](N(OC)C)=[O:7])=[C:4]([NH:14][C:15]2[CH:20]=[CH:19][CH:18]=[CH:17][CH:16]=2)[CH:3]=1.[CH2:21]1[CH2:25]O[CH2:23][CH2:22]1, predict the reaction product. The product is: [F:1][C:2]1[CH:13]=[CH:12][C:5]([C:6](=[O:7])[CH2:23][CH2:22][C:21]2[CH:25]=[CH:4][CH:3]=[CH:2][CH:13]=2)=[C:4]([NH:14][C:15]2[CH:20]=[CH:19][CH:18]=[CH:17][CH:16]=2)[CH:3]=1.